This data is from Forward reaction prediction with 1.9M reactions from USPTO patents (1976-2016). The task is: Predict the product of the given reaction. (1) Given the reactants [Br:1][C:2]1[C:11]([CH:12]([O:18][C:19]([CH3:22])([CH3:21])[CH3:20])[C:13]([O:15][CH2:16][CH3:17])=[O:14])=[C:10]([CH3:23])[CH:9]=[C:8]2[C:3]=1[CH:4]=[CH:5][C:6]([CH3:25])=[N+:7]2[O-].C(OC(=O)C)(=[O:28])C.CO, predict the reaction product. The product is: [Br:1][C:2]1[C:11]([C@H:12]([O:18][C:19]([CH3:22])([CH3:21])[CH3:20])[C:13]([O:15][CH2:16][CH3:17])=[O:14])=[C:10]([CH3:23])[CH:9]=[C:8]2[C:3]=1[CH:4]=[CH:5][C:6]([CH2:25][OH:28])=[N:7]2. (2) Given the reactants Cl[C:2]1[N:7]=[CH:6][C:5]([S:8]([NH:11][C@@H:12]([C:14]2[N:18]([CH2:19][CH3:20])[C:17]3[CH:21]=[C:22]([C:25]([F:28])([F:27])[F:26])[CH:23]=[CH:24][C:16]=3[N:15]=2)[CH3:13])(=[O:10])=[O:9])=[CH:4][CH:3]=1.[NH3:29], predict the reaction product. The product is: [NH2:29][C:2]1[N:7]=[CH:6][C:5]([S:8]([NH:11][CH:12]([C:14]2[N:18]([CH2:19][CH3:20])[C:17]3[CH:21]=[C:22]([C:25]([F:28])([F:27])[F:26])[CH:23]=[CH:24][C:16]=3[N:15]=2)[CH3:13])(=[O:10])=[O:9])=[CH:4][CH:3]=1. (3) The product is: [Br:12][C:9]1[C:2]([F:1])=[C:3]([CH:6]=[C:7]([F:11])[C:8]=1[OH:10])[CH:4]=[O:5]. Given the reactants [F:1][C:2]1[CH:9]=[C:8]([OH:10])[C:7]([F:11])=[CH:6][C:3]=1[CH:4]=[O:5].[Br-:12].[Br-].[Br-].[NH+]1C=CC=CC=1.[NH+]1C=CC=CC=1.[NH+]1C=CC=CC=1, predict the reaction product.